Dataset: Reaction yield outcomes from USPTO patents with 853,638 reactions. Task: Predict the reaction yield, written as a fraction of the theoretical maximum amount of product (1.0 means a 100% yield; for example, 0.34 means a 34% yield). (1) The reactants are [NH:1]1[C:9]2[C:4](=[CH:5][CH:6]=[CH:7][CH:8]=2)[C:3]2([CH2:13][CH2:12][CH2:11][CH2:10]2)[C:2]1=[O:14].C([O-])(=O)C.[Na+].[Br:20]Br.C(=O)([O-])O.[Na+]. The catalyst is C(O)(=O)C. The product is [Br:20][CH:13]1[C:3]2([C:4]3[C:9](=[CH:8][CH:7]=[CH:6][CH:5]=3)[NH:1][C:2]2=[O:14])[CH2:10][CH2:11][CH2:12]1. The yield is 0.960. (2) The reactants are [Br:1][C:2]1[C:3]([N:20]2[CH2:25][CH2:24][N:23]([C:26](=[O:37])[CH2:27][CH2:28][NH:29]C(=O)OC(C)(C)C)[CH2:22][CH2:21]2)=[C:4]2[C:10]([NH:11][C:12](=[O:19])[C:13]3[CH:18]=[CH:17][CH:16]=[N:15][CH:14]=3)=[CH:9][NH:8][C:5]2=[N:6][CH:7]=1.C(O)(C(F)(F)F)=O. The catalyst is C(Cl)Cl. The product is [NH2:29][CH2:28][CH2:27][C:26]([N:23]1[CH2:22][CH2:21][N:20]([C:3]2[C:2]([Br:1])=[CH:7][N:6]=[C:5]3[NH:8][CH:9]=[C:10]([NH:11][C:12](=[O:19])[C:13]4[CH:18]=[CH:17][CH:16]=[N:15][CH:14]=4)[C:4]=23)[CH2:25][CH2:24]1)=[O:37]. The yield is 0.740. (3) The reactants are CO[C:3]1[CH:8]=[CH:7][C:6]([O:9]C)=[CH:5][C:4]=1[CH2:11][C:12]([C:14]1[CH:19]=[CH:18][C:17]([O:20]C)=[CH:16][CH:15]=1)=[O:13].Cl.N1C=CC=CC=1. The catalyst is O. The product is [OH:20][C:17]1[CH:18]=[CH:19][C:14]([C:12]2[O:13][C:3]3[CH:8]=[CH:7][C:6]([OH:9])=[CH:5][C:4]=3[CH:11]=2)=[CH:15][CH:16]=1. The yield is 0.510. (4) The reactants are [C:1]([C:5]1[CH:9]=[C:8]([NH2:10])[N:7]([C:11]2[CH:12]=[C:13](NC(=O)OC(C)(C)C)[CH:14]=[CH:15][CH:16]=2)[N:6]=1)([CH3:4])([CH3:3])[CH3:2].[CH:25]([NH2:27])=[O:26].C[O-].[Na+]. The catalyst is CN(C=O)C. The product is [NH2:10][C:8]1[N:7]([C:11]2[CH:12]=[C:13]([CH:14]=[CH:15][CH:16]=2)[C:25]([NH2:27])=[O:26])[N:6]=[C:5]([C:1]([CH3:2])([CH3:3])[CH3:4])[CH:9]=1. The yield is 0.480. (5) The reactants are [CH3:1][C:2]1[C:3]([C:11]2[CH:16]=[CH:15][N:14]=[CH:13][CH:12]=2)=[CH:4][C:5]([O:9][CH3:10])=[C:6]([CH:8]=1)[NH2:7].C(N(CC)CC)C.[F:24][C:25]([F:36])([F:35])[C:26](O[C:26](=[O:27])[C:25]([F:36])([F:35])[F:24])=[O:27]. The catalyst is C1COCC1. The product is [F:24][C:25]([F:36])([F:35])[C:26]([NH:7][C:6]1[CH:8]=[C:2]([CH3:1])[C:3]([C:11]2[CH:16]=[CH:15][N:14]=[CH:13][CH:12]=2)=[CH:4][C:5]=1[O:9][CH3:10])=[O:27]. The yield is 0.710. (6) The catalyst is CN(C)C=O.C(OCC)(=O)C. The product is [CH3:17][N:8]([CH2:7][CH:4]1[CH2:5][CH2:6][O:1][CH2:2][CH2:3]1)[C:9](=[O:15])[O:10][C:11]([CH3:12])([CH3:14])[CH3:13]. The yield is 0.950. The reactants are [O:1]1[CH2:6][CH2:5][CH:4]([CH2:7][NH:8][C:9](=[O:15])[O:10][C:11]([CH3:14])([CH3:13])[CH3:12])[CH2:3][CH2:2]1.I[CH3:17].[H-].[Na+].[NH4+].[Cl-]. (7) The reactants are [CH2:1]([NH:8][C:9]1[N:14]2[N:15]=[CH:16][C:17]([C:18](O)=[O:19])=[C:13]2[N:12]=[CH:11][C:10]=1[C:21]([N:23]1[CH2:28][CH2:27][C:26]2([C:36]3[C:31](=[CH:32][CH:33]=[CH:34][CH:35]=3)[CH:30]=[C:29]2[CH3:37])[CH2:25][CH2:24]1)=[O:22])[C:2]1[CH:7]=[CH:6][CH:5]=[CH:4][CH:3]=1.[CH3:38][S:39]([NH2:42])(=[O:41])=[O:40]. No catalyst specified. The product is [CH2:1]([NH:8][C:9]1[N:14]2[N:15]=[CH:16][C:17]([C:18]([NH:42][S:39]([CH3:38])(=[O:41])=[O:40])=[O:19])=[C:13]2[N:12]=[CH:11][C:10]=1[C:21]([N:23]1[CH2:24][CH2:25][C:26]2([C:36]3[C:31](=[CH:32][CH:33]=[CH:34][CH:35]=3)[CH:30]=[C:29]2[CH3:37])[CH2:27][CH2:28]1)=[O:22])[C:2]1[CH:3]=[CH:4][CH:5]=[CH:6][CH:7]=1. The yield is 0.610. (8) The reactants are [C:1]([O:5][C:6]([N:8]1[CH2:11][C:10](=O)[CH2:9]1)=[O:7])([CH3:4])([CH3:3])[CH3:2].Cl.[F:14][C:15]1([F:19])[CH2:18][NH:17][CH2:16]1.C(O[BH-](OC(=O)C)OC(=O)C)(=O)C.[Na+]. The catalyst is ClCCCl. The product is [C:1]([O:5][C:6]([N:8]1[CH2:11][CH:10]([N:17]2[CH2:18][C:15]([F:19])([F:14])[CH2:16]2)[CH2:9]1)=[O:7])([CH3:4])([CH3:3])[CH3:2]. The yield is 0.570.